From a dataset of Forward reaction prediction with 1.9M reactions from USPTO patents (1976-2016). Predict the product of the given reaction. (1) Given the reactants [F:1][C:2]1[C:3](=[NH:20])[NH:4][C:5](=[O:19])[N:6]([S:8]([C:11]2[CH:16]=[CH:15][C:14]([O:17][CH3:18])=[CH:13][CH:12]=2)(=[O:10])=[O:9])[CH:7]=1.C(=O)([O-])[O-].[K+].[K+].[CH2:27](Br)[C:28]1[CH:33]=[CH:32][CH:31]=[CH:30][CH:29]=1, predict the reaction product. The product is: [CH2:27]([N:4]1[C:3](=[NH:20])[C:2]([F:1])=[CH:7][N:6]([S:8]([C:11]2[CH:12]=[CH:13][C:14]([O:17][CH3:18])=[CH:15][CH:16]=2)(=[O:10])=[O:9])[C:5]1=[O:19])[C:28]1[CH:33]=[CH:32][CH:31]=[CH:30][CH:29]=1. (2) Given the reactants [O:1]1[C:6]2[CH:7]=[CH:8][CH:9]=[CH:10][C:5]=2[O:4][CH2:3][CH:2]1[CH2:11][NH2:12].C(N(CC)CC)C.[CH3:20][N:21]([CH3:26])[S:22](Cl)(=[O:24])=[O:23], predict the reaction product. The product is: [O:1]1[C:6]2[CH:7]=[CH:8][CH:9]=[CH:10][C:5]=2[O:4][CH2:3][CH:2]1[CH2:11][NH:12][S:22]([N:21]([CH3:26])[CH3:20])(=[O:24])=[O:23]. (3) The product is: [F:11][C:8]1[CH:9]=[CH:10][C:5]2[C:3](=[O:4])[CH2:2][O:12][C:6]=2[CH:7]=1. Given the reactants Br[CH2:2][C:3]([C:5]1[CH:10]=[CH:9][C:8]([F:11])=[CH:7][C:6]=1[OH:12])=[O:4], predict the reaction product. (4) Given the reactants [CH2:1]([C@H:8]1[CH2:13][N:12]([C:14]2[CH:19]=[CH:18][C:17]([O:20][CH3:21])=[C:16]([O:22][CH:23]3[CH2:27][CH2:26][CH2:25][CH2:24]3)[CH:15]=2)[CH2:11][CH2:10][N:9]1[C:28](=[O:34])[C:29]([O:31]CC)=O)[C:2]1[CH:7]=[CH:6][CH:5]=[CH:4][CH:3]=1.[NH3:35].[C-]#N.[Na+], predict the reaction product. The product is: [CH2:1]([C@H:8]1[CH2:13][N:12]([C:14]2[CH:19]=[CH:18][C:17]([O:20][CH3:21])=[C:16]([O:22][CH:23]3[CH2:27][CH2:26][CH2:25][CH2:24]3)[CH:15]=2)[CH2:11][CH2:10][N:9]1[C:28](=[O:34])[C:29]([NH2:35])=[O:31])[C:2]1[CH:3]=[CH:4][CH:5]=[CH:6][CH:7]=1. (5) Given the reactants Cl[C:2]1[N:7]=[C:6]([C:8]2[NH:9][C:10]3[C:15]([CH:16]=2)=[C:14]([F:17])[CH:13]=[CH:12][CH:11]=3)[C:5]([CH:18]=[CH2:19])=[CH:4][N:3]=1.[F:20][C:21]1[CH:26]=[CH:25][C:24]([C:27]2[O:28][C:29]3[CH:39]=[C:38]([N:40]([CH3:45])[S:41]([CH3:44])(=[O:43])=[O:42])[C:37](B(O)O)=[CH:36][C:30]=3[C:31]=2[C:32](=[O:35])[NH:33][CH3:34])=[CH:23][CH:22]=1.CC(C1C=C(C(C)C)C(C2C=CC=CC=2P(C2CCCCC2)C2CCCCC2)=C(C(C)C)C=1)C.[O-]P([O-])([O-])=O.[K+].[K+].[K+], predict the reaction product. The product is: [F:17][C:14]1[CH:13]=[CH:12][CH:11]=[C:10]2[C:15]=1[CH:16]=[C:8]([C:6]1[C:5]([CH:18]=[CH2:19])=[CH:4][N:3]=[C:2]([C:37]3[C:38]([N:40]([CH3:45])[S:41]([CH3:44])(=[O:43])=[O:42])=[CH:39][C:29]4[O:28][C:27]([C:24]5[CH:25]=[CH:26][C:21]([F:20])=[CH:22][CH:23]=5)=[C:31]([C:32]([NH:33][CH3:34])=[O:35])[C:30]=4[CH:36]=3)[N:7]=1)[NH:9]2. (6) Given the reactants [CH3:1][C:2]1[CH:7]=[CH:6][N:5]=[C:4]([NH2:8])[CH:3]=1.C(N1[CH2:24][C:23]2[C:18](=[CH:19][CH:20]=[CH:21][CH:22]=2)[CH2:17]1)C1C=CC=CC=1, predict the reaction product. The product is: [CH3:1][C:2]1[CH:7]=[CH:6][N:5]=[C:4]([N:8]2[CH2:24][C:23]3[C:18](=[CH:19][CH:20]=[CH:21][CH:22]=3)[CH2:17]2)[CH:3]=1. (7) Given the reactants [C:1]1(/[CH:7]=[CH:8]/[CH:9]=[C:10]2[CH2:15][CH2:14][NH:13][CH2:12][CH2:11]2)[CH:6]=[CH:5][CH:4]=[CH:3][CH:2]=1.Cl[C:17]1[C:22]([N+:23]([O-:25])=[O:24])=[CH:21][CH:20]=[CH:19][N:18]=1.C(N(CC)CC)C, predict the reaction product. The product is: [N+:23]([C:22]1[C:17]([N:13]2[CH2:12][CH2:11][C:10](=[CH:9]/[CH:8]=[CH:7]/[C:1]3[CH:6]=[CH:5][CH:4]=[CH:3][CH:2]=3)[CH2:15][CH2:14]2)=[N:18][CH:19]=[CH:20][CH:21]=1)([O-:25])=[O:24]. (8) Given the reactants Cl.C1(C[N:9]([C:13]2[NH:14][C:15]3[C:16]([N:32]=2)=[N:17][CH:18]=[C:19]([C:21]2[CH:22]=[CH:23][C:24]4[O:30][CH2:29][CH2:28][NH:27][CH2:26][C:25]=4[CH:31]=2)[CH:20]=3)C(=O)O)C=CC=CC=1.Cl[C:34]1[C:39]([CH:40]([CH3:42])[CH3:41])=[C:38]([CH3:43])[N:37]=[C:36]([NH2:44])[N:35]=1.C(N(C(C)C)CC)(C)C, predict the reaction product. The product is: [NH2:44][C:36]1[N:35]=[C:34]([N:27]2[CH2:26][C:25]3[CH:31]=[C:21]([C:19]4[CH:20]=[C:15]5[N:14]=[C:13]([NH2:9])[NH:32][C:16]5=[N:17][CH:18]=4)[CH:22]=[CH:23][C:24]=3[O:30][CH2:29][CH2:28]2)[C:39]([CH:40]([CH3:42])[CH3:41])=[C:38]([CH3:43])[N:37]=1. (9) Given the reactants [Cl:1][C:2]1[N:7]=[CH:6][C:5]([OH:8])=[CH:4][N:3]=1.Br[C:10]([F:17])([F:16])C(OCC)=O.C(=O)([O-])[O-].[Cs+].[Cs+].O, predict the reaction product. The product is: [Cl:1][C:2]1[N:7]=[CH:6][C:5]([O:8][CH:10]([F:17])[F:16])=[CH:4][N:3]=1.